Predict which catalyst facilitates the given reaction. From a dataset of Catalyst prediction with 721,799 reactions and 888 catalyst types from USPTO. (1) Reactant: [Br-:1].C(OC([NH:9][CH2:10][CH2:11][N+:12]12[CH2:19][CH2:18][CH:15]([CH2:16][CH2:17]1)[C@@H:14]([O:20][C:21](=[O:36])[C:22]([OH:35])([C:29]1[CH:34]=[CH:33][CH:32]=[CH:31][CH:30]=1)[C:23]1[CH:28]=[CH:27][CH:26]=[CH:25][CH:24]=1)[CH2:13]2)=O)(C)(C)C.Br. Product: [BrH:1].[Br-:1].[NH2:9][CH2:10][CH2:11][N+:12]12[CH2:19][CH2:18][CH:15]([CH2:16][CH2:17]1)[C@@H:14]([O:20][C:21](=[O:36])[C:22]([OH:35])([C:23]1[CH:28]=[CH:27][CH:26]=[CH:25][CH:24]=1)[C:29]1[CH:30]=[CH:31][CH:32]=[CH:33][CH:34]=1)[CH2:13]2. The catalyst class is: 12. (2) Reactant: [Cl:1][C:2]1[CH:7]=[C:6](Cl)[C:5]([N+:9]([O-:11])=[O:10])=[CH:4][C:3]=1[C:12]([F:15])([F:14])[F:13].C([O-])(=[O:18])C.[K+].Cl. Product: [Cl:1][C:2]1[C:3]([C:12]([F:15])([F:14])[F:13])=[CH:4][C:5]([N+:9]([O-:11])=[O:10])=[C:6]([OH:18])[CH:7]=1. The catalyst class is: 3. (3) Reactant: [CH2:1]([O:8][C:9]1[CH:14]=[CH:13][C:12]([CH:15]2[CH2:20][NH:19][C:18](=[O:21])[CH2:17][O:16]2)=[CH:11][CH:10]=1)[C:2]1[CH:7]=[CH:6][CH:5]=[CH:4][CH:3]=1.[OH-].[Na+].[C:24]([O:28][C:29]([CH3:32])([CH3:31])[CH3:30])(=[O:27])[CH:25]=[CH2:26]. Product: [C:29]([O:28][C:24](=[O:27])[CH2:25][CH2:26][N:19]1[C:18](=[O:21])[CH2:17][O:16][CH:15]([C:12]2[CH:13]=[CH:14][C:9]([O:8][CH2:1][C:2]3[CH:3]=[CH:4][CH:5]=[CH:6][CH:7]=3)=[CH:10][CH:11]=2)[CH2:20]1)([CH3:32])([CH3:31])[CH3:30]. The catalyst class is: 1. (4) Reactant: [I:1][C:2]1[CH:23]=[CH:22][C:5]([O:6][C:7]2[CH:12]=[CH:11][C:10](CC(N3CCOCC3)=S)=[CH:9][CH:8]=2)=[CH:4][CH:3]=1.[C:24]([OH:27])(=[O:26])[CH3:25].S(=O)(=O)(O)O. Product: [I:1][C:2]1[CH:23]=[CH:22][C:5]([O:6][C:7]2[CH:12]=[CH:11][C:10]([CH2:25][C:24]([OH:27])=[O:26])=[CH:9][CH:8]=2)=[CH:4][CH:3]=1. The catalyst class is: 6. (5) Reactant: CON(C)[C:4]([C:6]1([NH:9][C:10](=[O:19])[O:11][CH2:12][C:13]2[CH:18]=[CH:17][CH:16]=[CH:15][CH:14]=2)[CH2:8][CH2:7]1)=[O:5].[H-].[H-].[H-].[H-].[Li+].[Al+3].OS([O-])(=O)=O.[K+]. Product: [CH:4]([C:6]1([NH:9][C:10](=[O:19])[O:11][CH2:12][C:13]2[CH:18]=[CH:17][CH:16]=[CH:15][CH:14]=2)[CH2:7][CH2:8]1)=[O:5]. The catalyst class is: 20. (6) Reactant: [F:1][C:2]1[CH:7]=[C:6]([F:8])[CH:5]=[CH:4][C:3]=1[NH:9][C:10]([CH:12]1[CH2:21][C:20]2[C:15](=[CH:16][CH:17]=[CH:18][CH:19]=2)[CH2:14][NH:13]1)=[O:11].[CH2:22](Br)[C:23]1[CH:28]=[CH:27][CH:26]=[CH:25][CH:24]=1.C(N(CC)CC)C.C(O)(=O)CC(CC(O)=O)(C(O)=O)O. Product: [CH2:22]([N:13]1[CH:12]([C:10]([NH:9][C:3]2[CH:4]=[CH:5][C:6]([F:8])=[CH:7][C:2]=2[F:1])=[O:11])[CH2:21][C:20]2[C:15](=[CH:16][CH:17]=[CH:18][CH:19]=2)[CH2:14]1)[C:23]1[CH:28]=[CH:27][CH:26]=[CH:25][CH:24]=1. The catalyst class is: 9. (7) Reactant: [NH2:1][C:2]1[S:3][CH:4]=[CH:5][C:6]=1[C:7]([O:9][CH3:10])=[O:8].C(N(CC)CC)C.Cl[C:19](=[O:26])[CH2:20][C:21]([O:23][CH2:24][CH3:25])=[O:22]. Product: [CH2:24]([O:23][C:21](=[O:22])[CH2:20][C:19]([NH:1][C:2]1[S:3][CH:4]=[CH:5][C:6]=1[C:7]([O:9][CH3:10])=[O:8])=[O:26])[CH3:25]. The catalyst class is: 2. (8) Reactant: [NH2:1][C:2]1[CH:13]=[CH:12][C:11]([Cl:14])=[CH:10][C:3]=1[C:4]([N:6]([O:8][CH3:9])[CH3:7])=[O:5].O.C1(C)C=CC(S(O)(=O)=O)=CC=1.[CH3:27][O:28][C:29]1[CH:36]=[CH:35][C:32]([CH2:33]O)=[CH:31][CH:30]=1. Product: [Cl:14][C:11]1[CH:12]=[CH:13][C:2]([NH:1][CH2:33][C:32]2[CH:35]=[CH:36][C:29]([O:28][CH3:27])=[CH:30][CH:31]=2)=[C:3]([CH:10]=1)[C:4]([N:6]([O:8][CH3:9])[CH3:7])=[O:5]. The catalyst class is: 10. (9) The catalyst class is: 1. Reactant: [Br:1][C:2]1[CH:7]=[CH:6][C:5]([Cl:8])=[CH:4][C:3]=1[CH2:9][CH2:10][C:11](O)=[O:12].B.C1COCC1.CO. Product: [Br:1][C:2]1[CH:7]=[CH:6][C:5]([Cl:8])=[CH:4][C:3]=1[CH2:9][CH2:10][CH2:11][OH:12]. (10) Reactant: [CH3:1][C@H:2]([NH:7][C:8]([C:10]1[C:18]2[C:13](=[N:14][CH:15]=[C:16](C3SC(C(O)=O)=CC=3)[N:17]=2)[N:12]([CH2:27][O:28][CH2:29][CH2:30][Si:31]([CH3:34])([CH3:33])[CH3:32])[CH:11]=1)=[O:9])[C:3]([CH3:6])([CH3:5])[CH3:4].CC(C)(C)[C@H](N)C.Cl.CN(C)CCCN=C=NCC. Product: [CH3:1][C@H:2]([NH:7][C:8]([C:10]1[C:18]2[C:13](=[N:14][CH:15]=[CH:16][N:17]=2)[N:12]([CH2:27][O:28][CH2:29][CH2:30][Si:31]([CH3:34])([CH3:32])[CH3:33])[CH:11]=1)=[O:9])[C:3]([CH3:6])([CH3:5])[CH3:4]. The catalyst class is: 119.